From a dataset of Full USPTO retrosynthesis dataset with 1.9M reactions from patents (1976-2016). Predict the reactants needed to synthesize the given product. (1) Given the product [CH3:1][N:2]([CH3:3])[C:4]1[CH:9]=[CH:8][C:7]([SH:10])=[CH:6][CH:5]=1, predict the reactants needed to synthesize it. The reactants are: [CH3:1][N:2]([C:4]1[CH:9]=[CH:8][C:7]([S:10][S:10][C:7]2[CH:8]=[CH:9][C:4]([N:2]([CH3:3])[CH3:1])=[CH:5][CH:6]=2)=[CH:6][CH:5]=1)[CH3:3].O.C(P(CCCC)CCCC)CCC. (2) The reactants are: [I:1][C:2]1[CH:3]=[N:4][NH:5][CH:6]=1.C([O-])([O-])=O.[Cs+].[Cs+].CN(C=O)C.[CH3:18][O:19][C:20](=[O:23])[CH2:21]Cl. Given the product [CH3:18][O:19][C:20](=[O:23])[CH2:21][N:4]1[CH:3]=[C:2]([I:1])[CH:6]=[N:5]1, predict the reactants needed to synthesize it. (3) Given the product [Cl:18][C:19]1[CH:25]=[CH:24][CH:23]=[CH:22][C:20]=1[NH:21][C:4]1[C:5](=[O:17])[C:6](=[O:16])[C:7]=1[NH:8][C:9]1[CH:14]=[CH:13][CH:12]=[CH:11][C:10]=1[OH:15], predict the reactants needed to synthesize it. The reactants are: C(O[C:4]1[C:5](=[O:17])[C:6](=[O:16])[C:7]=1[NH:8][C:9]1[CH:14]=[CH:13][CH:12]=[CH:11][C:10]=1[OH:15])C.[Cl:18][C:19]1[CH:25]=[CH:24][CH:23]=[CH:22][C:20]=1[NH2:21].